From a dataset of Peptide-MHC class II binding affinity with 134,281 pairs from IEDB. Regression. Given a peptide amino acid sequence and an MHC pseudo amino acid sequence, predict their binding affinity value. This is MHC class II binding data. (1) The peptide sequence is EDKREMWMACIKELH. The MHC is DRB4_0101 with pseudo-sequence DRB4_0103. The binding affinity (normalized) is 0.511. (2) The peptide sequence is VIRDLAAMDGGGFYA. The MHC is HLA-DQA10601-DQB10402 with pseudo-sequence HLA-DQA10601-DQB10402. The binding affinity (normalized) is 0.381.